Dataset: Full USPTO retrosynthesis dataset with 1.9M reactions from patents (1976-2016). Task: Predict the reactants needed to synthesize the given product. (1) Given the product [CH2:33]([O:32][C:30]([N:17]1[CH2:16][CH2:15][N:14]([C:7]2[CH:8]=[C:9]([CH2:11][CH2:12][OH:13])[N:10]=[C:5]([C:1]([CH3:4])([CH3:2])[CH3:3])[N:6]=2)[CH2:19][CH2:18]1)=[O:31])[C:34]1[CH:39]=[CH:38][CH:37]=[CH:36][CH:35]=1, predict the reactants needed to synthesize it. The reactants are: [C:1]([C:5]1[N:10]=[C:9]([CH2:11][CH2:12][OH:13])[CH:8]=[C:7]([N:14]2[CH2:19][CH2:18][NH:17][CH2:16][CH2:15]2)[N:6]=1)([CH3:4])([CH3:3])[CH3:2].C(N(CC)C(C)C)(C)C.Cl[C:30]([O:32][CH2:33][C:34]1[CH:39]=[CH:38][CH:37]=[CH:36][CH:35]=1)=[O:31]. (2) Given the product [N:38]1([CH2:37][CH2:36][NH:35][C:24]([C:19]2[NH:20][C:21]3[C:17]([C:18]=2[C:27]2[CH:32]=[CH:31][CH:30]=[C:29]([O:33][CH3:34])[CH:28]=2)=[CH:16][C:15]([NH:14][S:11]([C:8]2[CH:9]=[CH:10][C:5]([C:1]([CH3:3])([CH3:2])[CH3:4])=[CH:6][CH:7]=2)(=[O:12])=[O:13])=[CH:23][CH:22]=3)=[O:26])[CH2:43][CH2:42][O:41][CH2:40][CH2:39]1, predict the reactants needed to synthesize it. The reactants are: [C:1]([C:5]1[CH:10]=[CH:9][C:8]([S:11]([NH:14][C:15]2[CH:16]=[C:17]3[C:21](=[CH:22][CH:23]=2)[NH:20][C:19]([C:24]([OH:26])=O)=[C:18]3[C:27]2[CH:32]=[CH:31][CH:30]=[C:29]([O:33][CH3:34])[CH:28]=2)(=[O:13])=[O:12])=[CH:7][CH:6]=1)([CH3:4])([CH3:3])[CH3:2].[NH2:35][CH2:36][CH2:37][N:38]1[CH2:43][CH2:42][O:41][CH2:40][CH2:39]1.